Dataset: Full USPTO retrosynthesis dataset with 1.9M reactions from patents (1976-2016). Task: Predict the reactants needed to synthesize the given product. Given the product [CH3:1][N:2]1[CH2:7][CH2:6][N:5]([C:8]2[CH:9]=[CH:10][C:11]([C:14]3[CH:19]=[CH:18][N:17]4[C:20]([C:24]5[CH:29]=[CH:28][N:27]=[C:26]6[CH:30]=[CH:31][S:32][C:25]=56)=[CH:21][N:22]=[C:16]4[CH:15]=3)=[CH:12][CH:13]=2)[CH2:4][CH2:3]1, predict the reactants needed to synthesize it. The reactants are: [CH3:1][N:2]1[CH2:7][CH2:6][N:5]([C:8]2[CH:13]=[CH:12][C:11]([C:14]3[CH:19]=[CH:18][N:17]4[CH:20]=[CH:21][N:22]=[C:16]4[CH:15]=3)=[CH:10][CH:9]=2)[CH2:4][CH2:3]1.Cl[C:24]1[CH:29]=[CH:28][N:27]=[C:26]2[CH:30]=[CH:31][S:32][C:25]=12.CC([O-])=O.[K+].CC(N(C)C)=O.